This data is from Reaction yield outcomes from USPTO patents with 853,638 reactions. The task is: Predict the reaction yield, written as a fraction of the theoretical maximum amount of product (1.0 means a 100% yield; for example, 0.34 means a 34% yield). No catalyst specified. The reactants are [K+].[Cl:2][C:3]1[N:7]([CH2:8][O:9][CH2:10][CH2:11][Si:12]([CH3:15])([CH3:14])[CH3:13])[N:6]=[C:5]([C:16]([O-:18])=O)[N:4]=1.CC[N:21]([CH:25]([CH3:27])C)[CH:22]([CH3:24])C.FC(F)(F)[C:30]([OH:32])=[O:31].[C:35]1([C:41]2[CH:46]=[C:45]([CH:47]3CCNCC3)[CH:44]=[CH:43][C:42]=2[NH:53]C(C2NC=C(C#N)N=2)=O)[CH2:40][CH2:39][CH2:38][CH2:37][CH:36]=1.C1CN([P+](Br)(N2[CH2:78][CH2:77][CH2:76]C2)N2CCCC2)CC1.F[P-](F)(F)(F)(F)F.[CH2:87](Cl)Cl. The product is [C:77]([O:32][C:30]([N:21]1[CH2:22][CH2:24][CH:47]([C:45]2[CH:44]=[CH:43][C:42]([NH:53][C:16]([C:5]3[N:4]=[C:3]([Cl:2])[N:7]([CH2:8][O:9][CH2:10][CH2:11][Si:12]([CH3:13])([CH3:14])[CH3:15])[N:6]=3)=[O:18])=[C:41]([C:35]3[CH2:40][CH2:39][CH2:38][CH2:37][CH:36]=3)[CH:46]=2)[CH2:27][CH2:25]1)=[O:31])([CH3:76])([CH3:78])[CH3:87]. The yield is 0.850.